Dataset: Reaction yield outcomes from USPTO patents with 853,638 reactions. Task: Predict the reaction yield, written as a fraction of the theoretical maximum amount of product (1.0 means a 100% yield; for example, 0.34 means a 34% yield). (1) The reactants are [C:1]1([C:7]2[CH:23]=[CH:22][C:10]([O:11][C:12]3[CH:13]=[C:14](C#N)[C:15](=[CH:18][CH:19]=3)C#N)=[CH:9][CH:8]=2)[CH:6]=[CH:5][CH:4]=[CH:3][CH:2]=1.S(=O)(=O)(O)[OH:25].[C:29]([OH:32])(=[O:31])[CH3:30]. The yield is 0.990. The product is [C:1]1([C:7]2[CH:23]=[CH:22][C:10]([O:11][C:12]3[CH:13]=[C:14]4[C:15](=[O:25])[O:32][C:29](=[O:31])[C:30]4=[CH:18][CH:19]=3)=[CH:9][CH:8]=2)[CH:6]=[CH:5][CH:4]=[CH:3][CH:2]=1. No catalyst specified. (2) The reactants are [NH2:1][C:2]1[CH:23]=[CH:22][C:5]([O:6][C:7]2[CH:8]=[CH:9][C:10]3[N:11]([CH:13]=[C:14]([NH:16][C:17]([CH:19]4[CH2:21][CH2:20]4)=[O:18])[N:15]=3)[CH:12]=2)=[C:4]([F:24])[CH:3]=1.[F:25][C:26]1[CH:31]=[CH:30][C:29]([N:32]2[C:37]([CH3:38])=[CH:36][CH:35]=[C:34]([C:39](O)=[O:40])[C:33]2=[O:42])=[CH:28][CH:27]=1.CN(C(ON1N=NC2C=CC=NC1=2)=[N+](C)C)C.F[P-](F)(F)(F)(F)F.C(N(CC)C(C)C)(C)C.C(=O)([O-])O.[Na+]. The catalyst is CN(C)C=O.C(OCC)(=O)C. The product is [CH:19]1([C:17]([NH:16][C:14]2[N:15]=[C:10]3[CH:9]=[CH:8][C:7]([O:6][C:5]4[CH:22]=[CH:23][C:2]([NH:1][C:39]([C:34]5[C:33](=[O:42])[N:32]([C:29]6[CH:28]=[CH:27][C:26]([F:25])=[CH:31][CH:30]=6)[C:37]([CH3:38])=[CH:36][CH:35]=5)=[O:40])=[CH:3][C:4]=4[F:24])=[CH:12][N:11]3[CH:13]=2)=[O:18])[CH2:21][CH2:20]1. The yield is 0.770. (3) The reactants are [CH:1]([C:4]1[CH:9]=[CH:8][C:7]([C@@H:10]2[C:14]3[C:15]([CH3:28])=[C:16]([NH:20][C:21](=[O:27])[CH2:22][C:23]([CH3:26])([CH3:25])[CH3:24])[C:17]([CH3:19])=[CH:18][C:13]=3[O:12][CH2:11]2)=[CH:6][CH:5]=1)([CH3:3])[CH3:2].[Cl-].[Al+3].[Cl-].[Cl-].[C:33](Cl)(=[O:35])[CH3:34]. The catalyst is ClCCl. The product is [C:33]([C:18]1[C:13]2[O:12][CH2:11][C@H:10]([C:7]3[CH:6]=[CH:5][C:4]([CH:1]([CH3:2])[CH3:3])=[CH:9][CH:8]=3)[C:14]=2[C:15]([CH3:28])=[C:16]([NH:20][C:21](=[O:27])[CH2:22][C:23]([CH3:26])([CH3:25])[CH3:24])[C:17]=1[CH3:19])(=[O:35])[CH3:34]. The yield is 0.840.